The task is: Predict which catalyst facilitates the given reaction.. This data is from Catalyst prediction with 721,799 reactions and 888 catalyst types from USPTO. (1) Reactant: [N:1]1[C:10]2[C:5](=[CH:6][CH:7]=[CH:8][CH:9]=2)[CH:4]=[CH:3][C:2]=1[CH2:11][CH2:12][NH2:13].CCN(C(C)C)C(C)C.C1CN([P+](ON2N=NC3C=CC=CC2=3)(N2CCCC2)N2CCCC2)CC1.F[P-](F)(F)(F)(F)F.[CH3:56][N:57]1[CH:62]=[C:61]([C:63](O)=[O:64])[C:60]([C:66](OC)=[O:67])=[C:59]([Cl:70])[C:58]1=[O:71]. Product: [Cl:70][C:59]1[C:58](=[O:71])[N:57]([CH3:56])[CH:62]=[C:61]2[C:63](=[O:64])[N:13]([CH2:12][CH2:11][C:2]3[CH:3]=[CH:4][C:5]4[C:10](=[CH:9][CH:8]=[CH:7][CH:6]=4)[N:1]=3)[C:66](=[O:67])[C:60]=12. The catalyst class is: 2. (2) Reactant: [Cl:1][C:2]1[S:3][C:4]([CH2:7][N:8]2[CH2:12][CH2:11][NH:10][C:9]2=[CH:13][N+:14]([O-:16])=[O:15])=[CH:5][N:6]=1.[CH:17](=[O:22])[CH2:18][CH2:19][CH:20]=O.Cl. Product: [Cl:1][C:2]1[S:3][C:4]([CH2:7][N:8]2[C:9]3=[C:13]([N+:14]([O-:16])=[O:15])[CH:20]4[O:22][CH:17]([N:10]3[CH2:11][CH2:12]2)[CH2:18][CH2:19]4)=[CH:5][N:6]=1. The catalyst class is: 10. (3) The catalyst class is: 1. Reactant: C(NC(C)C)(C)C.C(N)CCC.[CH3:13][N:14]([CH3:18])[C:15](=[O:17])[CH3:16].C([O:21][C:22](=O)[CH2:23][C@H:24]([OH:38])[CH2:25][S:26][C:27]1[N:31]([C:32]2[CH:37]=[CH:36][CH:35]=[CH:34][CH:33]=2)[N:30]=[N:29][N:28]=1)C. Product: [OH:38][C@H:24]([CH2:25][S:26][C:27]1[N:31]([C:32]2[CH:37]=[CH:36][CH:35]=[CH:34][CH:33]=2)[N:30]=[N:29][N:28]=1)[CH2:23][C:22](=[O:21])[CH2:16][C:15]([N:14]([CH3:18])[CH3:13])=[O:17]. (4) Reactant: [Cl:1][CH2:2][C:3]1[CH:4]=[C:5]([CH:9]=[CH:10][CH:11]=1)[C:6](Cl)=[O:7].[N+:12]([C:15]1[CH:16]=[C:17]2[C:21](=[CH:22][CH:23]=1)[NH:20][CH2:19][CH2:18]2)([O-:14])=[O:13].O. Product: [Cl:1][CH2:2][C:3]1[CH:4]=[C:5]([C:6]([N:20]2[C:21]3[C:17](=[CH:16][C:15]([N+:12]([O-:14])=[O:13])=[CH:23][CH:22]=3)[CH2:18][CH2:19]2)=[O:7])[CH:9]=[CH:10][CH:11]=1. The catalyst class is: 2. (5) Reactant: [CH2:1]([CH:8]1[CH2:12][O:11][C:10](=[O:13])[N:9]1[C:14](=[O:22])[CH2:15][CH:16]1[CH2:21][CH2:20][CH2:19][CH2:18][CH2:17]1)[C:2]1[CH:7]=[CH:6][CH:5]=[CH:4][CH:3]=1.C[Si]([N-][Si](C)(C)C)(C)C.[Na+].[CH2:33](Br)[CH:34]=[CH2:35]. Product: [CH2:1]([CH:8]1[CH2:12][O:11][C:10](=[O:13])[N:9]1[C:14](=[O:22])[CH:15]([CH:16]1[CH2:17][CH2:18][CH2:19][CH2:20][CH2:21]1)[CH2:35][CH:34]=[CH2:33])[C:2]1[CH:3]=[CH:4][CH:5]=[CH:6][CH:7]=1. The catalyst class is: 7. (6) The catalyst class is: 4. Product: [F:1][C:2]1[CH:10]=[C:9]([C:11]([F:14])([F:13])[F:12])[CH:8]=[CH:7][C:3]=1[C:4]([NH:23][C:21]1[CH:20]=[CH:19][N:18]=[C:17]([O:16][CH3:15])[CH:22]=1)=[O:5]. Reactant: [F:1][C:2]1[CH:10]=[C:9]([C:11]([F:14])([F:13])[F:12])[CH:8]=[CH:7][C:3]=1[C:4](Cl)=[O:5].[CH3:15][O:16][C:17]1[CH:22]=[C:21]([NH2:23])[CH:20]=[CH:19][N:18]=1.N1C=CC=CC=1.Cl. (7) Reactant: [NH2:1][C@@H:2]([C:22]1[CH:27]=[CH:26][CH:25]=[CH:24][CH:23]=1)[C:3]([NH:5][CH2:6][CH2:7][CH2:8][CH2:9][NH:10][S:11]([C:14]1[CH:19]=[CH:18][C:17]([F:20])=[CH:16][C:15]=1[Cl:21])(=[O:13])=[O:12])=[O:4].[S:28]1[C:32]2[CH:33]=[CH:34][CH:35]=[CH:36][C:31]=2[CH:30]=[C:29]1[C:37](ON1C(=O)CCC1=O)=[O:38].C(N(CC)CC)C. Product: [Cl:21][C:15]1[CH:16]=[C:17]([F:20])[CH:18]=[CH:19][C:14]=1[S:11]([NH:10][CH2:9][CH2:8][CH2:7][CH2:6][NH:5][C:3](=[O:4])[C@@H:2]([NH:1][C:37]([C:29]1[S:28][C:32]2[CH:33]=[CH:34][CH:35]=[CH:36][C:31]=2[CH:30]=1)=[O:38])[C:22]1[CH:27]=[CH:26][CH:25]=[CH:24][CH:23]=1)(=[O:12])=[O:13]. The catalyst class is: 4. (8) Reactant: [CH2:1]([N:3]([CH:38]1[CH2:43][CH2:42][O:41][CH2:40][CH2:39]1)[C:4]1[C:5]([CH3:37])=[C:6]([CH:22]=[C:23]([C:25]2[CH:26]=[N:27][C:28]([N:31]3[CH2:36][CH2:35][NH:34][CH2:33][CH2:32]3)=[CH:29][CH:30]=2)[CH:24]=1)[C:7]([NH:9][CH2:10][C:11]1[C:12](=[O:21])[NH:13][C:14]([CH3:20])=[CH:15][C:16]=1[CH2:17][CH2:18][CH3:19])=[O:8])[CH3:2].[CH3:44][N:45]1[CH2:50][CH2:49][C:48](=O)[CH2:47][CH2:46]1.C(O)(=O)C.C(O[BH-](OC(=O)C)OC(=O)C)(=O)C.[Na+]. Product: [CH2:1]([N:3]([CH:38]1[CH2:43][CH2:42][O:41][CH2:40][CH2:39]1)[C:4]1[C:5]([CH3:37])=[C:6]([CH:22]=[C:23]([C:25]2[CH:26]=[N:27][C:28]([N:31]3[CH2:36][CH2:35][N:34]([CH:48]4[CH2:49][CH2:50][N:45]([CH3:44])[CH2:46][CH2:47]4)[CH2:33][CH2:32]3)=[CH:29][CH:30]=2)[CH:24]=1)[C:7]([NH:9][CH2:10][C:11]1[C:12](=[O:21])[NH:13][C:14]([CH3:20])=[CH:15][C:16]=1[CH2:17][CH2:18][CH3:19])=[O:8])[CH3:2]. The catalyst class is: 68. (9) Reactant: [F:1][C:2]1[CH:29]=[CH:28][C:5]([C:6]([NH:8][C:9]([C:12](=[O:27])[NH:13][C:14]2[S:15][C:16]([CH2:25]O)=[C:17]([C:19]3[CH:24]=[CH:23][CH:22]=[CH:21][CH:20]=3)[N:18]=2)([CH3:11])[CH3:10])=[O:7])=[CH:4][CH:3]=1.CS(Cl)(=O)=O.C(N(CC)CC)C.[C:42]([N:49]1[CH2:54][CH2:53][NH:52][CH2:51][CH2:50]1)([O:44][C:45]([CH3:48])([CH3:47])[CH3:46])=[O:43]. Product: [C:45]([O:44][C:42]([N:49]1[CH2:54][CH2:53][N:52]([CH2:25][C:16]2[S:15][C:14]([NH:13][C:12](=[O:27])[C:9]([NH:8][C:6](=[O:7])[C:5]3[CH:4]=[CH:3][C:2]([F:1])=[CH:29][CH:28]=3)([CH3:11])[CH3:10])=[N:18][C:17]=2[C:19]2[CH:20]=[CH:21][CH:22]=[CH:23][CH:24]=2)[CH2:51][CH2:50]1)=[O:43])([CH3:48])([CH3:46])[CH3:47]. The catalyst class is: 4.